Dataset: Forward reaction prediction with 1.9M reactions from USPTO patents (1976-2016). Task: Predict the product of the given reaction. (1) Given the reactants [Br:1][C:2]1[C:7]([Cl:8])=[CH:6][C:5]([CH2:9][C:10]([OH:12])=[O:11])=[C:4]([C:13](=[O:24])[N:14]([C:16]2[CH:21]=[CH:20][CH:19]=[CH:18][C:17]=2[O:22][CH3:23])[CH3:15])[CH:3]=1.[CH3:25][Si:26]([CH3:31])([CH3:30])[CH2:27][CH2:28]O.C1CCC(N=C=NC2CCCCC2)CC1, predict the reaction product. The product is: [CH3:25][Si:26]([CH3:31])([CH3:30])[CH2:27][CH2:28][O:11][C:10](=[O:12])[CH2:9][C:5]1[CH:6]=[C:7]([Cl:8])[C:2]([Br:1])=[CH:3][C:4]=1[C:13](=[O:24])[N:14]([C:16]1[CH:21]=[CH:20][CH:19]=[CH:18][C:17]=1[O:22][CH3:23])[CH3:15]. (2) Given the reactants [F:1][C:2]1[CH:3]=[C:4]([CH:14]=[CH:15][CH:16]=1)[CH:5]=[C:6]1[CH:11]2[CH2:12][CH2:13][N:8]([CH2:9][CH2:10]2)[CH2:7]1, predict the reaction product. The product is: [F:1][C:2]1[CH:3]=[C:4]([CH:14]=[CH:15][CH:16]=1)[CH2:5][CH:6]1[CH:11]2[CH2:12][CH2:13][N:8]([CH2:9][CH2:10]2)[CH2:7]1. (3) Given the reactants [Cl:1]N1C(=O)CCC1=O.[CH3:9][N:10]1[CH:19]=[CH:18][C:17]2[C:12](=[CH:13][CH:14]=[N:15][CH:16]=2)[C:11]1=[O:20], predict the reaction product. The product is: [Cl:1][C:18]1[C:17]2[C:12](=[CH:13][CH:14]=[N:15][CH:16]=2)[C:11](=[O:20])[N:10]([CH3:9])[CH:19]=1. (4) The product is: [C:62]([C:61]1[C:55]2[O:54][CH:53]([CH2:52][NH2:49])[CH2:57][C:56]=2[CH:58]=[CH:59][CH:60]=1)([CH3:65])([CH3:63])[CH3:64]. Given the reactants CC1C=CC(S(OCC2CC3C=CC=C(C(C)(C)C)C=3O2)(=O)=O)=CC=1.[N-]=[N+]=[N-].[Na+].N(CC1CC2C=C(Cl)C=C(C3C=CSC=3)C=2O1)=[N+]=[N-].[N:49]([CH2:52][CH:53]1[CH2:57][C:56]2[CH:58]=[CH:59][CH:60]=[C:61]([C:62]([CH3:65])([CH3:64])[CH3:63])[C:55]=2[O:54]1)=[N+]=[N-].[N-]=[N+]=[N-], predict the reaction product. (5) Given the reactants [CH2:1]([O:8][C:9]1[CH:10]=[CH:11][C:12]([CH2:15][C:16]([NH:18][OH:19])=N)=[N:13][CH:14]=1)[C:2]1[CH:7]=[CH:6][CH:5]=[CH:4][CH:3]=1.Cl.N([O-])=O.[Na+].C(=O)([O-])O.[Na+].[C:30]([C:32]1[C:33]([NH2:39])=[N:34][C:35]([NH2:38])=[CH:36][CH:37]=1)#[CH:31].C(N(CC)CC)C, predict the reaction product. The product is: [CH2:1]([O:8][C:9]1[CH:10]=[CH:11][C:12]([CH2:15][C:16]2[CH:31]=[C:30]([C:32]3[C:33]([NH2:39])=[N:34][C:35]([NH2:38])=[CH:36][CH:37]=3)[O:19][N:18]=2)=[N:13][CH:14]=1)[C:2]1[CH:7]=[CH:6][CH:5]=[CH:4][CH:3]=1. (6) Given the reactants [C:1]([O:5][C:6]([N:8]([C:49]([O:51][C:52]([CH3:55])([CH3:54])[CH3:53])=[O:50])[C:9]1[CH:14]=[C:13]([CH2:15][C@H:16]2[C:19](=[O:20])[N:18]([C:21](=[O:31])[NH:22][C@@H:23]([C:25]3[CH:30]=[CH:29][CH:28]=[CH:27][CH:26]=3)[CH3:24])[C@@H:17]2[O:32][C:33]2[CH:48]=[CH:47][C:36]([C:37]([O:39]CC3C=CC=CC=3)=[O:38])=[CH:35][CH:34]=2)[CH:12]=[CH:11][N:10]=1)=[O:7])([CH3:4])([CH3:3])[CH3:2], predict the reaction product. The product is: [C:1]([O:5][C:6]([N:8]([C:49]([O:51][C:52]([CH3:53])([CH3:55])[CH3:54])=[O:50])[C:9]1[CH:14]=[C:13]([CH2:15][C@H:16]2[C:19](=[O:20])[N:18]([C:21](=[O:31])[NH:22][C@@H:23]([C:25]3[CH:30]=[CH:29][CH:28]=[CH:27][CH:26]=3)[CH3:24])[C@@H:17]2[O:32][C:33]2[CH:48]=[CH:47][C:36]([C:37]([OH:39])=[O:38])=[CH:35][CH:34]=2)[CH:12]=[CH:11][N:10]=1)=[O:7])([CH3:4])([CH3:2])[CH3:3]. (7) Given the reactants [CH3:1][C:2]([C:5]1[CH:6]=[C:7]([CH:21]=[C:22]([C:25]([CH3:28])([CH3:27])[CH3:26])[C:23]=1[OH:24])[C:8]([NH:10][CH2:11][C:12]1[CH:17]=[CH:16][CH:15]=[C:14]([N+:18]([O-])=O)[CH:13]=1)=[O:9])([CH3:4])[CH3:3].[H][H], predict the reaction product. The product is: [CH3:4][C:2]([C:5]1[CH:6]=[C:7]([CH:21]=[C:22]([C:25]([CH3:28])([CH3:27])[CH3:26])[C:23]=1[OH:24])[C:8]([NH:10][CH2:11][C:12]1[CH:17]=[CH:16][CH:15]=[C:14]([NH2:18])[CH:13]=1)=[O:9])([CH3:1])[CH3:3].